Dataset: TCR-epitope binding with 47,182 pairs between 192 epitopes and 23,139 TCRs. Task: Binary Classification. Given a T-cell receptor sequence (or CDR3 region) and an epitope sequence, predict whether binding occurs between them. (1) The epitope is FLNRFTTTL. The TCR CDR3 sequence is CASSPDRDGYTF. Result: 0 (the TCR does not bind to the epitope). (2) The epitope is RLRAEAQVK. The TCR CDR3 sequence is CASSVLAGPSTDTQYF. Result: 1 (the TCR binds to the epitope).